Dataset: Reaction yield outcomes from USPTO patents with 853,638 reactions. Task: Predict the reaction yield, written as a fraction of the theoretical maximum amount of product (1.0 means a 100% yield; for example, 0.34 means a 34% yield). (1) The catalyst is C(Cl)Cl. The yield is 0.710. The product is [Cl:1][C:2]1[N:3]=[N:4][C:5]([S:8]([CH3:9])(=[O:18])=[O:21])=[CH:6][CH:7]=1. The reactants are [Cl:1][C:2]1[N:3]=[N:4][C:5]([S:8][CH3:9])=[CH:6][CH:7]=1.ClC1C=CC=C(C(OO)=[O:18])C=1.[OH2:21]. (2) The reactants are ClC1C=CC2SC=C(CN3CCN(C4SC(C(O)=O)=C(C)N=4)C3=O)C=2C=1.[CH3:27][C:28]1[N:29]=[C:30]([N:36]2[CH2:40][CH2:39][N:38]([CH2:41][C:42]3[N:43]=[CH:44][O:45][C:46]=3[C:47]3[CH:52]=[CH:51][CH:50]=[CH:49][CH:48]=3)[C:37]2=[O:53])[S:31][C:32]=1[C:33](O)=[O:34].[NH2:54][CH2:55][C:56]1[CH:57]=[N:58][CH:59]=[CH:60][CH:61]=1. No catalyst specified. The product is [CH3:27][C:28]1[N:29]=[C:30]([N:36]2[CH2:40][CH2:39][N:38]([CH2:41][C:42]3[N:43]=[CH:44][O:45][C:46]=3[C:47]3[CH:52]=[CH:51][CH:50]=[CH:49][CH:48]=3)[C:37]2=[O:53])[S:31][C:32]=1[C:33]([NH:54][CH2:55][C:56]1[CH:57]=[N:58][CH:59]=[CH:60][CH:61]=1)=[O:34]. The yield is 0.130. (3) The reactants are [C:1]([O:5][CH2:6][C@H:7]([NH:11][C:12](=[O:34])[C:13]1[CH:18]=[CH:17][C:16]([O:19][CH3:20])=[C:15](/[CH:21]=[CH:22]/[C:23]2[CH:28]=[CH:27][C:26]([O:29][C:30]([F:33])([F:32])[F:31])=[CH:25][CH:24]=2)[CH:14]=1)[C:8](O)=[O:9])([CH3:4])([CH3:3])[CH3:2].[OH:35][CH2:36][CH2:37][NH2:38].O.N1(O)C2C=CC=CC=2N=N1.Cl.CN(C)CCCN=C=NCC. The catalyst is CN(C)C=O. The product is [C:1]([O:5][CH2:6][C@H:7]([NH:11][C:12](=[O:34])[C:13]1[CH:18]=[CH:17][C:16]([O:19][CH3:20])=[C:15](/[CH:21]=[CH:22]/[C:23]2[CH:24]=[CH:25][C:26]([O:29][C:30]([F:31])([F:32])[F:33])=[CH:27][CH:28]=2)[CH:14]=1)[C:8](=[O:9])[NH:38][CH2:37][CH2:36][OH:35])([CH3:4])([CH3:2])[CH3:3]. The yield is 0.760. (4) The reactants are CS(C)=O.C(Cl)(=O)C(Cl)=O.[CH3:11][N:12]1[CH2:17][CH2:16][N:15]([C:18]2[CH:23]=[CH:22][C:21]([CH2:24][OH:25])=[CH:20][CH:19]=2)[CH2:14][CH2:13]1.C(N(CC)CC)C. The catalyst is C(Cl)Cl. The product is [CH3:11][N:12]1[CH2:17][CH2:16][N:15]([C:18]2[CH:23]=[CH:22][C:21]([CH:24]=[O:25])=[CH:20][CH:19]=2)[CH2:14][CH2:13]1. The yield is 0.610. (5) The reactants are [NH2:1][C:2]1[C:3]([C:9]([OH:11])=O)=[N:4][C:5]([Br:8])=[CH:6][N:7]=1.[S:12]1[CH:16]=[CH:15][CH:14]=[C:13]1[C:17]([NH:19][NH2:20])=O.BrP(Br)(C1C=CC=CC=1)(C1C=CC=CC=1)C1C=CC=CC=1.CCN(C(C)C)C(C)C. The catalyst is C(#N)C. The product is [Br:8][C:5]1[N:4]=[C:3]([C:9]2[O:11][C:17]([C:13]3[S:12][CH:16]=[CH:15][CH:14]=3)=[N:19][N:20]=2)[C:2]([NH2:1])=[N:7][CH:6]=1. The yield is 0.570. (6) The reactants are Br[C:2]1[CH:7]=[CH:6][C:5]([NH:8][C:9]([C:11]2[NH:12][CH:13]=[C:14]([C:16]#[N:17])[N:15]=2)=[O:10])=[C:4]([C:18]2[CH2:23][CH2:22][C:21]([CH3:25])([CH3:24])[CH2:20][CH:19]=2)[CH:3]=1.C([Mg]Cl)(C)C.C([Li])(C)(C)C.[S:36]1[CH2:41][CH2:40][C:39](=[O:42])[CH2:38][CH2:37]1.[NH4+].[Cl-]. The catalyst is C1COCC1.CCOC(C)=O. The product is [CH3:24][C:21]1([CH3:25])[CH2:22][CH2:23][C:18]([C:4]2[CH:3]=[C:2]([C:39]3([OH:42])[CH2:40][CH2:41][S:36][CH2:37][CH2:38]3)[CH:7]=[CH:6][C:5]=2[NH:8][C:9]([C:11]2[NH:12][CH:13]=[C:14]([C:16]#[N:17])[N:15]=2)=[O:10])=[CH:19][CH2:20]1. The yield is 0.650. (7) The reactants are [F:1][C:2]([F:13])([F:12])[C:3]1[CH:11]=[CH:10][C:6]([C:7](Cl)=[O:8])=[CH:5][CH:4]=1.[S-:14][C:15]#[N:16].[K+].[CH2:18]([O:25][C:26]1[CH:31]=[CH:30][C:29]([C:32]2[CH:36]=[C:35]([NH2:37])[NH:34][N:33]=2)=[C:28]([F:38])[CH:27]=1)[C:19]1[CH:24]=[CH:23][CH:22]=[CH:21][CH:20]=1. The catalyst is C(#N)C. The product is [CH2:18]([O:25][C:26]1[CH:31]=[CH:30][C:29]([C:32]2[CH:36]=[C:35]([NH:37][C:15]([NH:16][C:7](=[O:8])[C:6]3[CH:10]=[CH:11][C:3]([C:2]([F:13])([F:12])[F:1])=[CH:4][CH:5]=3)=[S:14])[NH:34][N:33]=2)=[C:28]([F:38])[CH:27]=1)[C:19]1[CH:20]=[CH:21][CH:22]=[CH:23][CH:24]=1. The yield is 0.810. (8) The product is [CH2:1]([O:8][C:9]1[C:26]([O:27][CH3:28])=[CH:25][C:12]([C:13]([N:15]2[CH2:19][C:18](=[CH2:20])[CH2:17][C@H:16]2[CH:21]=[O:22])=[O:14])=[C:11]([N+:29]([O-:31])=[O:30])[CH:10]=1)[C:2]1[CH:3]=[CH:4][CH:5]=[CH:6][CH:7]=1. The reactants are [CH2:1]([O:8][C:9]1[C:26]([O:27][CH3:28])=[CH:25][C:12]([C:13]([N:15]2[CH2:19][C:18](=[CH2:20])[CH2:17][C@H:16]2[C:21](OC)=[O:22])=[O:14])=[C:11]([N+:29]([O-:31])=[O:30])[CH:10]=1)[C:2]1[CH:7]=[CH:6][CH:5]=[CH:4][CH:3]=1.CC(C[AlH]CC(C)C)C.CO.Cl. The catalyst is C(Cl)Cl. The yield is 0.840.